This data is from Catalyst prediction with 721,799 reactions and 888 catalyst types from USPTO. The task is: Predict which catalyst facilitates the given reaction. Reactant: Br[C:2]1[CH:3]=[CH:4][C:5]([F:9])=[C:6]([CH3:8])[CH:7]=1.II.[Mg].[CH:13]([O-])([O-])[O:14]CC.S(=O)(=O)(O)O. Product: [F:9][C:5]1[CH:4]=[CH:3][C:2]([CH:13]=[O:14])=[CH:7][C:6]=1[CH3:8]. The catalyst class is: 27.